Dataset: Catalyst prediction with 721,799 reactions and 888 catalyst types from USPTO. Task: Predict which catalyst facilitates the given reaction. (1) Reactant: [NH2:1][C:2]1[C:3]([C:8]([NH:10][CH:11]([C:15]2[CH:20]=[CH:19][C:18]([O:21][C:22]([F:25])([F:24])[F:23])=[CH:17][CH:16]=2)[CH2:12][O:13][CH3:14])=[O:9])=[N:4][CH:5]=[N:6][CH:7]=1.[CH2:26](O)C.C=O.[BH4-].[Na+]. Product: [CH3:14][O:13][CH2:12][CH:11]([NH:10][C:8]([C:3]1[C:2]([NH:1][CH3:26])=[CH:7][N:6]=[CH:5][N:4]=1)=[O:9])[C:15]1[CH:20]=[CH:19][C:18]([O:21][C:22]([F:25])([F:24])[F:23])=[CH:17][CH:16]=1. The catalyst class is: 6. (2) Reactant: [CH2:1]([C:8]1[C:13](=[O:14])[CH:12]=[C:11]([CH3:15])O[C:9]=1[CH3:16])[CH2:2][CH2:3][CH2:4][CH2:5][CH2:6][CH3:7].Cl.[NH2:18][OH:19].C([O-])(=O)C.[Na+].O. Product: [CH2:1]([C:8]1[C:13](=[O:14])[CH:12]=[C:11]([CH3:15])[N:18]([OH:19])[C:9]=1[CH3:16])[CH2:2][CH2:3][CH2:4][CH2:5][CH2:6][CH3:7]. The catalyst class is: 8.